This data is from Catalyst prediction with 721,799 reactions and 888 catalyst types from USPTO. The task is: Predict which catalyst facilitates the given reaction. (1) Reactant: Cl[CH2:2][C:3]1[N:12]=[C:11]([NH:13][C:14]2[CH:19]=[CH:18][C:17]([C:20]([CH3:23])([CH3:22])[CH3:21])=[CH:16][CH:15]=2)[C:10]2[C:5](=[CH:6][C:7]([C:24]3[C:29]([C:30]([F:33])([F:32])[F:31])=[CH:28][CH:27]=[CH:26][N:25]=3)=[CH:8][CH:9]=2)[N:4]=1.[CH2:34]([O:41][P:42]([O-:52])([O:44][CH2:45][C:46]1[CH:51]=[CH:50][CH:49]=[CH:48][CH:47]=1)=[O:43])[C:35]1[CH:40]=[CH:39][CH:38]=[CH:37][CH:36]=1. Product: [C:20]([C:17]1[CH:18]=[CH:19][C:14]([NH:13][C:11]2[C:10]3[C:5](=[CH:6][C:7]([C:24]4[C:29]([C:30]([F:32])([F:31])[F:33])=[CH:28][CH:27]=[CH:26][N:25]=4)=[CH:8][CH:9]=3)[N:4]=[C:3]([CH2:2][O:43][P:42](=[O:52])([O:44][CH2:45][C:46]3[CH:47]=[CH:48][CH:49]=[CH:50][CH:51]=3)[O:41][CH2:34][C:35]3[CH:40]=[CH:39][CH:38]=[CH:37][CH:36]=3)[N:12]=2)=[CH:15][CH:16]=1)([CH3:23])([CH3:22])[CH3:21]. The catalyst class is: 10. (2) Reactant: [CH2:1]([O:8][C:9]1[CH:14]=[CH:13][C:12]([CH2:15][CH2:16][C:17](O)=[O:18])=[CH:11][C:10]=1[O:20][CH3:21])[C:2]1[CH:7]=[CH:6][CH:5]=[CH:4][CH:3]=1.ClC(OCC)=O.[OH-].[NH4+:29]. Product: [CH2:1]([O:8][C:9]1[CH:14]=[CH:13][C:12]([CH2:15][CH2:16][C:17]([NH2:29])=[O:18])=[CH:11][C:10]=1[O:20][CH3:21])[C:2]1[CH:7]=[CH:6][CH:5]=[CH:4][CH:3]=1. The catalyst class is: 1.